This data is from Catalyst prediction with 721,799 reactions and 888 catalyst types from USPTO. The task is: Predict which catalyst facilitates the given reaction. (1) Product: [F:10][C:3]1[CH:4]=[CH:5][C:6]([O:8][CH3:9])=[CH:7][C:2]=1[C:14]1[CH:13]=[C:12]([F:11])[CH:17]=[C:16]([CH:18]=[O:19])[CH:15]=1. Reactant: Br[C:2]1[CH:7]=[C:6]([O:8][CH3:9])[CH:5]=[CH:4][C:3]=1[F:10].[F:11][C:12]1[CH:13]=[C:14](B(O)O)[CH:15]=[C:16]([CH:18]=[O:19])[CH:17]=1.C(=O)([O-])[O-].[K+].[K+].O1CCOCC1. The catalyst class is: 257. (2) Reactant: I[C:2]1[C:10]2[C:5](=[CH:6][CH:7]=[C:8]([NH:11][S:12]([C:15]3[CH:20]=[CH:19][CH:18]=[CH:17][C:16]=3[S:21]([CH3:24])(=[O:23])=[O:22])(=[O:14])=[O:13])[CH:9]=2)[N:4](C(OC(C)(C)C)=O)[N:3]=1.C(OC([N:39]1[C:47]2[C:42](=[CH:43][CH:44]=[CH:45][CH:46]=2)[CH:41]=[C:40]1B(O)O)=O)(C)(C)C.C(=O)([O-])O.[Na+]. Product: [NH:39]1[C:47]2[C:42](=[CH:43][CH:44]=[CH:45][CH:46]=2)[CH:41]=[C:40]1[C:2]1[C:10]2[C:5](=[CH:6][CH:7]=[C:8]([NH:11][S:12]([C:15]3[CH:20]=[CH:19][CH:18]=[CH:17][C:16]=3[S:21]([CH3:24])(=[O:23])=[O:22])(=[O:13])=[O:14])[CH:9]=2)[NH:4][N:3]=1. The catalyst class is: 9.